From a dataset of Retrosynthesis with 50K atom-mapped reactions and 10 reaction types from USPTO. Predict the reactants needed to synthesize the given product. Given the product Cc1cc(C#N)sc1-c1ccc2c(c1)C(C)(C)OC(C)N2, predict the reactants needed to synthesize it. The reactants are: CC1Nc2ccc(Br)cc2C(C)(C)O1.Cc1cc(C#N)sc1Br.